From a dataset of Full USPTO retrosynthesis dataset with 1.9M reactions from patents (1976-2016). Predict the reactants needed to synthesize the given product. (1) Given the product [F:17][C:3]([F:2])([F:16])[C:4]1[CH:5]=[C:6]([N:10]2[CH2:15][CH2:14][N:13]([C:19]#[N:18])[CH2:12][CH2:11]2)[CH:7]=[CH:8][CH:9]=1, predict the reactants needed to synthesize it. The reactants are: Cl.[F:2][C:3]([F:17])([F:16])[C:4]1[CH:5]=[C:6]([N:10]2[CH2:15][CH2:14][NH:13][CH2:12][CH2:11]2)[CH:7]=[CH:8][CH:9]=1.[N:18]#[C:19]Br.C(N(CC)CC)C. (2) Given the product [CH2:1]([N:3]1[C:11](=[O:12])[CH2:10][CH2:9][C@H:4]1[C:5]([OH:7])=[O:6])[CH3:2], predict the reactants needed to synthesize it. The reactants are: [CH2:1]([N:3]1[C:11](=[O:12])[CH2:10][CH2:9][C@H:4]1[C:5]([O:7]C)=[O:6])[CH3:2].[OH-].[Na+]. (3) Given the product [CH2:23]([O:22][C:20]([C:19]1[C:18]([C:2]2[CH:7]=[CH:6][C:5]([CH3:8])=[CH:4][C:3]=2[Cl:9])=[CH:28][CH:27]=[CH:26][CH:25]=1)=[O:21])[CH3:24], predict the reactants needed to synthesize it. The reactants are: Br[C:2]1[CH:7]=[CH:6][C:5]([CH3:8])=[CH:4][C:3]=1[Cl:9].CC1(C)C(C)(C)OB([C:18]2[CH:28]=[CH:27][CH:26]=[CH:25][C:19]=2[C:20]([O:22][CH2:23][CH3:24])=[O:21])O1.C1(C)C=CC=CC=1.P([O-])([O-])([O-])=O.[K+].[K+].[K+].